From a dataset of Catalyst prediction with 721,799 reactions and 888 catalyst types from USPTO. Predict which catalyst facilitates the given reaction. (1) Reactant: OC(C)(C)CN1C=C[C:6]([NH:9][C:10](=[O:30])[C@@H:11]([N:16]2[CH2:20][C:19]([O:21][C:22]3[CH:27]=[CH:26][CH:25]=[CH:24][C:23]=3[Cl:28])=[CH:18][C:17]2=[O:29])[CH2:12][CH:13]([CH3:15])[CH3:14])=[N:5]1.Cl.CN(C)CCCN=C=NCC.ON1C2C=CC=CC=2N=N1.[CH3:55][O:56][CH2:57][CH2:58][C:59]1N=C(N)[S:61][N:60]=1. Product: [CH3:55][O:56][CH2:57][CH2:58][C:59]1[N:5]=[C:6]([NH:9][C:10](=[O:30])[C@@H:11]([N:16]2[CH2:20][C:19]([O:21][C:22]3[CH:27]=[CH:26][CH:25]=[CH:24][C:23]=3[Cl:28])=[CH:18][C:17]2=[O:29])[CH2:12][CH:13]([CH3:15])[CH3:14])[S:61][N:60]=1. The catalyst class is: 4. (2) Reactant: [C:1]([O:5][C:6](=[O:21])[NH:7][C@@H:8]1[C@@H:12]([NH2:13])[CH2:11][N:10]([CH2:14][C:15]2[CH:20]=[CH:19][CH:18]=[CH:17][CH:16]=2)[CH2:9]1)([CH3:4])([CH3:3])[CH3:2].C(N(CC)CC)C.[Br:29][CH2:30][CH2:31][CH2:32][C:33](Cl)=[O:34]. Product: [C:1]([O:5][C:6](=[O:21])[NH:7][C@@H:8]1[C@@H:12]([NH:13][C:33](=[O:34])[CH2:32][CH2:31][CH2:30][Br:29])[CH2:11][N:10]([CH2:14][C:15]2[CH:16]=[CH:17][CH:18]=[CH:19][CH:20]=2)[CH2:9]1)([CH3:4])([CH3:2])[CH3:3]. The catalyst class is: 2.